Dataset: Peptide-MHC class I binding affinity with 185,985 pairs from IEDB/IMGT. Task: Regression. Given a peptide amino acid sequence and an MHC pseudo amino acid sequence, predict their binding affinity value. This is MHC class I binding data. The peptide sequence is GVILLRIVIY. The MHC is Mamu-A01 with pseudo-sequence Mamu-A01. The binding affinity (normalized) is 0.350.